Dataset: NCI-60 drug combinations with 297,098 pairs across 59 cell lines. Task: Regression. Given two drug SMILES strings and cell line genomic features, predict the synergy score measuring deviation from expected non-interaction effect. (1) Drug 1: COC1=NC(=NC2=C1N=CN2C3C(C(C(O3)CO)O)O)N. Drug 2: CS(=O)(=O)CCNCC1=CC=C(O1)C2=CC3=C(C=C2)N=CN=C3NC4=CC(=C(C=C4)OCC5=CC(=CC=C5)F)Cl. Cell line: OVCAR-5. Synergy scores: CSS=2.38, Synergy_ZIP=-0.754, Synergy_Bliss=-0.604, Synergy_Loewe=-9.73, Synergy_HSA=-4.43. (2) Drug 1: COC1=NC(=NC2=C1N=CN2C3C(C(C(O3)CO)O)O)N. Drug 2: CC1CCC2CC(C(=CC=CC=CC(CC(C(=O)C(C(C(=CC(C(=O)CC(OC(=O)C3CCCCN3C(=O)C(=O)C1(O2)O)C(C)CC4CCC(C(C4)OC)O)C)C)O)OC)C)C)C)OC. Cell line: COLO 205. Synergy scores: CSS=7.30, Synergy_ZIP=-0.205, Synergy_Bliss=0.494, Synergy_Loewe=-1.48, Synergy_HSA=0.804. (3) Drug 1: CS(=O)(=O)C1=CC(=C(C=C1)C(=O)NC2=CC(=C(C=C2)Cl)C3=CC=CC=N3)Cl. Drug 2: C1C(C(OC1N2C=C(C(=O)NC2=O)F)CO)O. Cell line: MDA-MB-435. Synergy scores: CSS=2.06, Synergy_ZIP=-0.638, Synergy_Bliss=-5.53, Synergy_Loewe=-24.8, Synergy_HSA=-12.7. (4) Drug 1: CCN(CC)CCNC(=O)C1=C(NC(=C1C)C=C2C3=C(C=CC(=C3)F)NC2=O)C. Drug 2: CCC1(CC2CC(C3=C(CCN(C2)C1)C4=CC=CC=C4N3)(C5=C(C=C6C(=C5)C78CCN9C7C(C=CC9)(C(C(C8N6C)(C(=O)OC)O)OC(=O)C)CC)OC)C(=O)OC)O.OS(=O)(=O)O. Cell line: MCF7. Synergy scores: CSS=1.27, Synergy_ZIP=0.741, Synergy_Bliss=4.21, Synergy_Loewe=0.387, Synergy_HSA=1.04. (5) Drug 1: CCCS(=O)(=O)NC1=C(C(=C(C=C1)F)C(=O)C2=CNC3=C2C=C(C=N3)C4=CC=C(C=C4)Cl)F. Drug 2: CC1=CC=C(C=C1)C2=CC(=NN2C3=CC=C(C=C3)S(=O)(=O)N)C(F)(F)F. Cell line: HOP-62. Synergy scores: CSS=1.76, Synergy_ZIP=-0.0823, Synergy_Bliss=2.36, Synergy_Loewe=0.333, Synergy_HSA=0.464. (6) Drug 1: CC12CCC3C(C1CCC2O)C(CC4=C3C=CC(=C4)O)CCCCCCCCCS(=O)CCCC(C(F)(F)F)(F)F. Drug 2: COC1=NC(=NC2=C1N=CN2C3C(C(C(O3)CO)O)O)N. Cell line: HCT-15. Synergy scores: CSS=3.39, Synergy_ZIP=-1.05, Synergy_Bliss=-1.81, Synergy_Loewe=-0.958, Synergy_HSA=-1.70. (7) Drug 2: C1CN(P(=O)(OC1)NCCCl)CCCl. Cell line: SK-MEL-28. Synergy scores: CSS=8.19, Synergy_ZIP=-5.55, Synergy_Bliss=-6.76, Synergy_Loewe=-19.5, Synergy_HSA=-4.69. Drug 1: CC1=C(C(=CC=C1)Cl)NC(=O)C2=CN=C(S2)NC3=CC(=NC(=N3)C)N4CCN(CC4)CCO. (8) Drug 1: CC1OCC2C(O1)C(C(C(O2)OC3C4COC(=O)C4C(C5=CC6=C(C=C35)OCO6)C7=CC(=C(C(=C7)OC)O)OC)O)O. Drug 2: CC1=CC=C(C=C1)C2=CC(=NN2C3=CC=C(C=C3)S(=O)(=O)N)C(F)(F)F. Cell line: COLO 205. Synergy scores: CSS=48.0, Synergy_ZIP=-1.60, Synergy_Bliss=-2.36, Synergy_Loewe=-32.1, Synergy_HSA=-2.78. (9) Drug 1: CN(C)C1=NC(=NC(=N1)N(C)C)N(C)C. Drug 2: C1=CC(=CC=C1CCCC(=O)O)N(CCCl)CCCl. Cell line: UO-31. Synergy scores: CSS=11.9, Synergy_ZIP=-4.07, Synergy_Bliss=-0.108, Synergy_Loewe=-7.30, Synergy_HSA=-1.58. (10) Drug 1: CC12CCC(CC1=CCC3C2CCC4(C3CC=C4C5=CN=CC=C5)C)O. Drug 2: CC(C)NC(=O)C1=CC=C(C=C1)CNNC.Cl. Cell line: HCC-2998. Synergy scores: CSS=5.21, Synergy_ZIP=-0.271, Synergy_Bliss=0.218, Synergy_Loewe=-7.61, Synergy_HSA=-3.48.